This data is from Full USPTO retrosynthesis dataset with 1.9M reactions from patents (1976-2016). The task is: Predict the reactants needed to synthesize the given product. Given the product [C:1]([O:5][C:6]([NH:8][C:9]1[C:14]([C:15]([O:17][CH3:19])=[O:16])=[CH:13][C:12]([Cl:18])=[N:11][CH:10]=1)=[O:7])([CH3:4])([CH3:2])[CH3:3], predict the reactants needed to synthesize it. The reactants are: [C:1]([O:5][C:6]([NH:8][C:9]1[C:14]([C:15]([OH:17])=[O:16])=[CH:13][C:12]([Cl:18])=[N:11][CH:10]=1)=[O:7])([CH3:4])([CH3:3])[CH3:2].[CH3:19][Si](C=[N+]=[N-])(C)C.